Dataset: Forward reaction prediction with 1.9M reactions from USPTO patents (1976-2016). Task: Predict the product of the given reaction. (1) Given the reactants [F:1][C:2]1[C:3]([C:9]2[N:10]([CH:15]([CH3:17])[CH3:16])[C:11]([CH3:14])=[N:12][CH:13]=2)=[N:4][C:5]([NH2:8])=[N:6][CH:7]=1.CC1(C)C2C(=C(P(C3C=CC=CC=3)C3C=CC=CC=3)C=CC=2)OC2C(P(C3C=CC=CC=3)C3C=CC=CC=3)=CC=CC1=2.C(=O)([O-])[O-].[Cs+].[Cs+].I[C:67]1[CH:72]=[CH:71][C:70]([C:73]([N:75]2[CH2:80][CH2:79][O:78][CH2:77][CH2:76]2)=[O:74])=[CH:69][CH:68]=1, predict the reaction product. The product is: [F:1][C:2]1[C:3]([C:9]2[N:10]([CH:15]([CH3:17])[CH3:16])[C:11]([CH3:14])=[N:12][CH:13]=2)=[N:4][C:5]([NH:8][C:67]2[CH:68]=[CH:69][C:70]([C:73]([N:75]3[CH2:80][CH2:79][O:78][CH2:77][CH2:76]3)=[O:74])=[CH:71][CH:72]=2)=[N:6][CH:7]=1. (2) Given the reactants [NH2:1][OH:2].[F:3][C:4]([F:15])([F:14])[O:5][C:6]1[CH:13]=[CH:12][CH:11]=[CH:10][C:7]=1[C:8]#[N:9], predict the reaction product. The product is: [OH:2][N:1]=[C:8]([C:7]1[CH:10]=[CH:11][CH:12]=[CH:13][C:6]=1[O:5][C:4]([F:3])([F:14])[F:15])[NH2:9].